This data is from Forward reaction prediction with 1.9M reactions from USPTO patents (1976-2016). The task is: Predict the product of the given reaction. (1) Given the reactants CS(O[CH2:6][CH:7]1[S:11][C:10]([C:12]2[NH:13][C:14]3[C:19]([CH:20]=2)=[CH:18][CH:17]=[CH:16][C:15]=3[N:21]([CH3:31])[S:22]([C:25]2[CH:30]=[CH:29][CH:28]=[CH:27][N:26]=2)(=[O:24])=[O:23])=[N:9][CH2:8]1)(=O)=O.[NH:32]1[CH:36]=[CH:35][N:34]=[C:33]1[C:37]([O:39][CH2:40][CH3:41])=[O:38].C(=O)([O-])[O-].[K+].[K+].CN(C)C=O, predict the reaction product. The product is: [CH3:31][N:21]([S:22]([C:25]1[CH:30]=[CH:29][CH:28]=[CH:27][N:26]=1)(=[O:24])=[O:23])[C:15]1[CH:16]=[CH:17][CH:18]=[C:19]2[C:14]=1[NH:13][C:12]([C:10]1[S:11][CH:7]([CH2:6][N:32]3[CH:36]=[CH:35][N:34]=[C:33]3[C:37]([O:39][CH2:40][CH3:41])=[O:38])[CH2:8][N:9]=1)=[CH:20]2. (2) The product is: [F:1][C:2]1[CH:10]=[C:9]([F:11])[C:8]([I:12])=[CH:7][C:3]=1[C:4]([OH:6])=[O:5]. Given the reactants [F:1][C:2]1[CH:10]=[C:9]([F:11])[CH:8]=[CH:7][C:3]=1[C:4]([OH:6])=[O:5].[I:12]N1C(=O)CCC1=O.S([O-])([O-])=O.[Na+].[Na+], predict the reaction product. (3) Given the reactants [CH3:1][S:2][C:3]1[N:8]=[C:7]([C:9]2[CH:13]=[CH:12][NH:11][CH:10]=2)[CH:6]=[CH:5][N:4]=1.[H-].[Na+].[CH3:16][O:17][C:18](=[O:22])[CH2:19][CH2:20]Br, predict the reaction product. The product is: [CH3:16][O:17][C:18](=[O:22])[CH2:19][CH2:20][N:11]1[CH:12]=[CH:13][C:9]([C:7]2[CH:6]=[CH:5][N:4]=[C:3]([S:2][CH3:1])[N:8]=2)=[CH:10]1.